Dataset: Forward reaction prediction with 1.9M reactions from USPTO patents (1976-2016). Task: Predict the product of the given reaction. Given the reactants C([NH:8][CH:9]1[CH2:14][CH2:13][S:12](=[O:16])(=[O:15])[CH2:11][CH2:10]1)C1C=CC=CC=1.[H][H], predict the reaction product. The product is: [O:15]=[S:12]1(=[O:16])[CH2:13][CH2:14][CH:9]([NH2:8])[CH2:10][CH2:11]1.